Dataset: Catalyst prediction with 721,799 reactions and 888 catalyst types from USPTO. Task: Predict which catalyst facilitates the given reaction. (1) Reactant: [CH3:1][C:2]1[C:7]([O:8][C@@H:9]2[CH2:13][CH2:12][O:11][CH2:10]2)=[CH:6][CH:5]=[CH:4][C:3]=1[OH:14].[H-].[Na+].FC(F)(F)S(O[C:23]1[C:32]2[C:31](=[O:33])[N:30]([CH2:34][C:35]3[CH:40]=[CH:39][C:38]([O:41][CH3:42])=[CH:37][CH:36]=3)[C:29](=[O:43])[N:28]([C:44]3[CH:49]=[CH:48][C:47]([I:50])=[CH:46][C:45]=3[F:51])[C:27]=2[N:26]([CH3:52])[C:25](=[O:53])[CH:24]=1)(=O)=O. Product: [F:51][C:45]1[CH:46]=[C:47]([I:50])[CH:48]=[CH:49][C:44]=1[N:28]1[C:27]2[N:26]([CH3:52])[C:25](=[O:53])[CH:24]=[C:23]([O:14][C:3]3[CH:4]=[CH:5][CH:6]=[C:7]([O:8][C@@H:9]4[CH2:13][CH2:12][O:11][CH2:10]4)[C:2]=3[CH3:1])[C:32]=2[C:31](=[O:33])[N:30]([CH2:34][C:35]2[CH:36]=[CH:37][C:38]([O:41][CH3:42])=[CH:39][CH:40]=2)[C:29]1=[O:43]. The catalyst class is: 7. (2) Reactant: [F:1][C:2]([F:34])([F:33])[CH2:3][O:4][C:5]1[CH:10]=[CH:9][C:8]([O:11][CH2:12][C:13]([F:16])([F:15])[F:14])=[CH:7][C:6]=1[S:17]([NH:20][C@@H:21]1[CH2:25][CH2:24][N:23]([C:26]([O:28][C:29]([CH3:32])([CH3:31])[CH3:30])=[O:27])[CH2:22]1)(=[O:19])=[O:18].C([O-])([O-])=O.[K+].[K+].Br[CH2:42][C:43]1[CH:48]=[CH:47][CH:46]=[CH:45][CH:44]=1. Product: [F:34][C:2]([F:33])([F:1])[CH2:3][O:4][C:5]1[CH:10]=[CH:9][C:8]([O:11][CH2:12][C:13]([F:16])([F:15])[F:14])=[CH:7][C:6]=1[S:17]([N:20]([CH2:42][C:43]1[CH:48]=[CH:47][CH:46]=[CH:45][CH:44]=1)[C@@H:21]1[CH2:25][CH2:24][N:23]([C:26]([O:28][C:29]([CH3:30])([CH3:31])[CH3:32])=[O:27])[CH2:22]1)(=[O:18])=[O:19]. The catalyst class is: 10. (3) Reactant: [Cl:1][C:2]1[CH:3]=[C:4]([OH:11])[C:5]2[N:6]([N:8]=[CH:9][CH:10]=2)[CH:7]=1.CS(O[C@H:17]([C@@H:19]1[CH2:23][C:22](=[O:24])[N:21]([C@@H:25]([C:27]2[CH:32]=[CH:31][C:30]([O:33][CH3:34])=[CH:29][CH:28]=2)[CH3:26])[CH2:20]1)[CH3:18])(=O)=O.C(=O)([O-])[O-].[Cs+].[Cs+].C([O-])(O)=O.[Na+]. Product: [Cl:1][C:2]1[CH:3]=[C:4]([O:11][C@@H:17]([C@H:19]2[CH2:20][N:21]([C@@H:25]([C:27]3[CH:28]=[CH:29][C:30]([O:33][CH3:34])=[CH:31][CH:32]=3)[CH3:26])[C:22](=[O:24])[CH2:23]2)[CH3:18])[C:5]2[N:6]([N:8]=[CH:9][CH:10]=2)[CH:7]=1. The catalyst class is: 3. (4) Reactant: [C:1]1([C:7]2[C:8]3[CH:18]=[CH:17][CH:16]=[CH:15][C:9]=3[NH:10][C:11](=[O:14])[CH2:12][N:13]=2)[CH:6]=[CH:5][CH:4]=[CH:3][CH:2]=1.[H-].[Na+].[CH3:21]I. Product: [CH3:21][N:10]1[C:9]2[CH:15]=[CH:16][CH:17]=[CH:18][C:8]=2[C:7]([C:1]2[CH:2]=[CH:3][CH:4]=[CH:5][CH:6]=2)=[N:13][CH2:12][C:11]1=[O:14]. The catalyst class is: 499. (5) Reactant: [N+:1]([C:4]1[S:8][C:7]2[CH2:9][CH2:10][CH2:11][C:12](=[O:13])[C:6]=2[CH:5]=1)([O-])=O. Product: [NH2:1][C:4]1[S:8][C:7]2[CH2:9][CH2:10][CH2:11][C:12](=[O:13])[C:6]=2[CH:5]=1. The catalyst class is: 394. (6) Reactant: O[Li].O.[O:4]([C:11]1[CH:12]=[C:13]([CH:30]=[CH:31][CH:32]=1)[CH2:14][O:15][C:16]12[CH2:22][C:19]([CH2:23]/[CH:24]=[CH:25]/[C:26]([O:28]C)=[O:27])([CH2:20][CH2:21]1)[CH2:18][CH2:17]2)[C:5]1[CH:10]=[CH:9][CH:8]=[CH:7][CH:6]=1.Cl. Product: [O:4]([C:11]1[CH:12]=[C:13]([CH:30]=[CH:31][CH:32]=1)[CH2:14][O:15][C:16]12[CH2:22][C:19]([CH2:23]/[CH:24]=[CH:25]/[C:26]([OH:28])=[O:27])([CH2:18][CH2:17]1)[CH2:20][CH2:21]2)[C:5]1[CH:10]=[CH:9][CH:8]=[CH:7][CH:6]=1. The catalyst class is: 249. (7) Reactant: C([O:3][C:4](=[O:27])[CH2:5][C:6]1[C:7](=[O:26])[O:8][C:9]2[C:14]([C:15]=1[C:16]1[CH:21]=[CH:20][CH:19]=[CH:18][CH:17]=1)=[CH:13][C:12]1[CH2:22][CH2:23][C:24](=[O:25])[C:11]=1[CH:10]=2)C.Cl. Product: [O:26]=[C:7]1[C:6]([CH2:5][C:4]([OH:27])=[O:3])=[C:15]([C:16]2[CH:17]=[CH:18][CH:19]=[CH:20][CH:21]=2)[C:14]2[C:9](=[CH:10][C:11]3[C:24](=[O:25])[CH2:23][CH2:22][C:12]=3[CH:13]=2)[O:8]1. The catalyst class is: 15.